From a dataset of Full USPTO retrosynthesis dataset with 1.9M reactions from patents (1976-2016). Predict the reactants needed to synthesize the given product. (1) Given the product [C:21]([C:6]1[C:5]2[C:9](=[CH:10][C:2]([OH:1])=[CH:3][CH:4]=2)[N:8]([CH2:11][C:12]([O:14][C:15]([CH3:18])([CH3:17])[CH3:16])=[O:13])[N:7]=1)#[N:22], predict the reactants needed to synthesize it. The reactants are: [OH:1][C:2]1[CH:10]=[C:9]2[C:5]([C:6](I)=[N:7][N:8]2[CH2:11][C:12]([O:14][C:15]([CH3:18])([CH3:17])[CH3:16])=[O:13])=[CH:4][CH:3]=1.O.[CH3:21][N:22](C=O)C. (2) Given the product [N:6]1[CH:7]=[CH:8][CH:9]=[C:4]([CH2:3][O:10][C:11]2[CH:12]=[CH:13][C:14]([CH2:17][CH2:18][CH:19]([CH2:24][CH2:25][CH2:26][C:27]3[CH:28]=[CH:29][CH:30]=[CH:31][CH:32]=3)[C:20]([O:22][CH3:23])=[O:21])=[CH:15][CH:16]=2)[CH:5]=1, predict the reactants needed to synthesize it. The reactants are: Br.Br[CH2:3][C:4]1[CH:5]=[N:6][CH:7]=[CH:8][CH:9]=1.[OH:10][C:11]1[CH:16]=[CH:15][C:14]([CH2:17][CH2:18][CH:19]([CH2:24][CH2:25][CH2:26][C:27]2[CH:32]=[CH:31][CH:30]=[CH:29][CH:28]=2)[C:20]([O:22][CH3:23])=[O:21])=[CH:13][CH:12]=1.C([O-])([O-])=O.[Cs+].[Cs+].Cl. (3) Given the product [CH2:1]([O:3][C:4]([N:6]1[CH2:11][CH2:10][N:9]([CH2:12][CH:13]([C:14]2[CH:19]=[CH:18][C:17]([F:20])=[CH:16][CH:15]=2)[N:30]2[CH2:31][CH2:32][N:27]([CH:24]([CH3:26])[CH3:25])[CH2:28][CH2:29]2)[CH2:8][CH2:7]1)=[O:5])[CH3:2], predict the reactants needed to synthesize it. The reactants are: [CH2:1]([O:3][C:4]([N:6]1[CH2:11][CH2:10][N:9]([CH2:12][CH:13](Cl)[C:14]2[CH:19]=[CH:18][C:17]([F:20])=[CH:16][CH:15]=2)[CH2:8][CH2:7]1)=[O:5])[CH3:2].Cl.Cl.[CH:24]([N:27]1[CH2:32][CH2:31][NH:30][CH2:29][CH2:28]1)([CH3:26])[CH3:25].C(N(C(C)C)CC)(C)C.C(=O)(O)[O-].[Na+]. (4) Given the product [Cl:24][C:25]1[CH:30]=[CH:29][C:28]([C@@H:31]([C@@H:51]2[CH2:55][CH2:54][CH2:53][NH:52]2)[C:32]([N:34]2[CH2:35][CH2:36][N:37]([C:40]3[C:41]4[C@H:48]([CH3:49])[CH2:47][C@@H:46]([OH:50])[C:42]=4[N:43]=[CH:44][N:45]=3)[CH2:38][CH2:39]2)=[O:33])=[CH:27][CH:26]=1, predict the reactants needed to synthesize it. The reactants are: C(OC(N1CCC[C@@H]1[C@H](C1C=CC(Cl)=CC=1)C(O)=O)=O)(C)(C)C.[Cl:24][C:25]1[CH:30]=[CH:29][C:28]([C@@H:31]([C@H:51]2[CH2:55][CH2:54][CH2:53][NH:52]2)[C:32]([N:34]2[CH2:39][CH2:38][N:37]([C:40]3[C:41]4[C@H:48]([CH3:49])[CH2:47][C@@H:46]([OH:50])[C:42]=4[N:43]=[CH:44][N:45]=3)[CH2:36][CH2:35]2)=[O:33])=[CH:27][CH:26]=1. (5) Given the product [CH:1]1([N:6]2[C:15]3[N:14]=[C:13](/[C:16](/[C:17](=[O:24])[C:18]4[CH:23]=[CH:22][CH:21]=[CH:20][CH:19]=4)=[CH:1]/[N:6]([CH3:15])[CH3:7])[N:12]=[CH:11][C:10]=3[N:9]([CH3:25])[C:8](=[O:26])[C@H:7]2[CH2:27][CH3:28])[CH2:2][CH2:3][CH2:4][CH2:5]1, predict the reactants needed to synthesize it. The reactants are: [CH:1]1([N:6]2[C:15]3[N:14]=[C:13]([CH2:16][C:17](=[O:24])[C:18]4[CH:23]=[CH:22][CH:21]=[CH:20][CH:19]=4)[N:12]=[CH:11][C:10]=3[N:9]([CH3:25])[C:8](=[O:26])[C@H:7]2[CH2:27][CH3:28])[CH2:5][CH2:4][CH2:3][CH2:2]1. (6) Given the product [O:1]=[C:2]([CH2:11][CH2:12][CH2:13][CH2:14][CH2:15][C:16]([O:18][CH2:12][CH2:11][CH2:2][CH2:3][CH2:4][CH2:5][CH2:6][CH2:7][CH2:26][CH2:25][CH3:24])=[O:17])[CH2:3][CH2:4][CH2:5][CH2:6][CH2:7][C:8]([O:10][CH2:31][CH2:32][CH2:33][CH2:34][CH2:35][CH2:36][CH2:37][CH2:38][CH2:39][CH2:40][CH3:41])=[O:9], predict the reactants needed to synthesize it. The reactants are: [O:1]=[C:2]([CH2:11][CH2:12][CH2:13][CH2:14][CH2:15][C:16]([OH:18])=[O:17])[CH2:3][CH2:4][CH2:5][CH2:6][CH2:7][C:8]([OH:10])=[O:9].CCN=C=N[CH2:24][CH2:25][CH2:26]N(C)C.Cl.[CH2:31](O)[CH2:32][CH2:33][CH2:34][CH2:35][CH2:36][CH2:37][CH2:38][CH2:39][CH2:40][CH3:41]. (7) The reactants are: Cl[C:2]1[C:11]2[C:6](=[C:7]([CH3:13])[CH:8]=[CH:9][C:10]=2[F:12])[N:5]=[C:4]([C:14]2[CH:19]=[CH:18][CH:17]=[CH:16][N:15]=2)[C:3]=1[CH3:20].[CH3:21][C:22]1([CH3:37])[C:26]2=[N:27][CH:28]=[C:29]([N:31]3[CH2:36][CH2:35][O:34][CH2:33][CH2:32]3)[CH:30]=[C:25]2[NH:24][CH2:23]1.C1(P(C2CCCCC2)C2C=CC=CC=2C2C(C(C)C)=CC(C(C)C)=CC=2C(C)C)CCCCC1.CC(C)([O-])C.[Na+]. Given the product [CH3:21][C:22]1([CH3:37])[C:26]2=[N:27][CH:28]=[C:29]([N:31]3[CH2:36][CH2:35][O:34][CH2:33][CH2:32]3)[CH:30]=[C:25]2[N:24]([C:2]2[C:11]3[C:6](=[C:7]([CH3:13])[CH:8]=[CH:9][C:10]=3[F:12])[N:5]=[C:4]([C:14]3[CH:19]=[CH:18][CH:17]=[CH:16][N:15]=3)[C:3]=2[CH3:20])[CH2:23]1, predict the reactants needed to synthesize it.